The task is: Predict which catalyst facilitates the given reaction.. This data is from Catalyst prediction with 721,799 reactions and 888 catalyst types from USPTO. (1) Reactant: [CH3:1][C:2]1[N:7]2[CH:8]=[C:9]([CH2:11][CH2:12][C:13]3[N:14](COCC[Si](C)(C)C)[CH:15]=[C:16]([C:18]4[S:19][CH:20]=[CH:21][CH:22]=4)[N:17]=3)[N:10]=[C:6]2[N:5]=[C:4]([CH3:31])[CH:3]=1.[F:32][C:33]([F:38])([F:37])[C:34]([OH:36])=[O:35]. Product: [OH:36][C:34]([C:33]([F:38])([F:37])[F:32])=[O:35].[CH3:1][C:2]1[N:7]2[CH:8]=[C:9]([CH2:11][CH2:12][C:13]3[NH:14][CH:15]=[C:16]([C:18]4[S:19][CH:20]=[CH:21][CH:22]=4)[N:17]=3)[N:10]=[C:6]2[N:5]=[C:4]([CH3:31])[CH:3]=1. The catalyst class is: 2. (2) Reactant: [F:1][C:2]1[C:3]([C:18]2[N:22]([CH3:23])[C:21]3[CH:24]=[CH:25][CH:26]=[CH:27][C:20]=3[N:19]=2)=[CH:4][C:5]([N:8]2[CH2:13][CH2:12][N:11]([S:14]([CH3:17])(=[O:16])=[O:15])[CH2:10][CH2:9]2)=[N:6][CH:7]=1.[Li]CCCC.[CH3:33][C:34]([CH3:36])=[O:35].ClCCl. Product: [F:1][C:2]1[C:3]([C:18]2[N:22]([CH3:23])[C:21]3[CH:24]=[CH:25][CH:26]=[CH:27][C:20]=3[N:19]=2)=[CH:4][C:5]([N:8]2[CH2:9][CH2:10][N:11]([S:14]([CH2:17][C:34]([CH3:36])([OH:35])[CH3:33])(=[O:16])=[O:15])[CH2:12][CH2:13]2)=[N:6][CH:7]=1. The catalyst class is: 36. (3) Reactant: [C:1]([O:5][C:6](=[O:16])[C:7]1[CH:12]=[CH:11][C:10]([N+:13]([O-])=O)=[CH:9][N:8]=1)([CH3:4])([CH3:3])[CH3:2]. Product: [NH2:13][C:10]1[CH:11]=[CH:12][C:7]([C:6]([O:5][C:1]([CH3:4])([CH3:3])[CH3:2])=[O:16])=[N:8][CH:9]=1. The catalyst class is: 19. (4) Reactant: C(=O)([O-])[O-].[Na+].[Na+].Cl[C:8]1[C:13]([C:14]([O:16][CH3:17])=[O:15])=[CH:12][N:11]=[C:10]([CH3:18])[N:9]=1.[CH2:19]([SH:22])[CH2:20][CH3:21]. Product: [CH3:18][C:10]1[N:9]=[C:8]([S:22][CH2:19][CH2:20][CH3:21])[C:13]([C:14]([O:16][CH3:17])=[O:15])=[CH:12][N:11]=1. The catalyst class is: 31.